This data is from Forward reaction prediction with 1.9M reactions from USPTO patents (1976-2016). The task is: Predict the product of the given reaction. (1) Given the reactants [C:1]([C:3]1[CH:8]=[CH:7][C:6]([C@H:9]2[N:14]([CH2:15][C:16]([OH:18])=O)[C:13](=[O:19])[N:12]([C:20]3[CH:25]=[CH:24][CH:23]=[C:22]([C:26]([F:29])([F:28])[F:27])[CH:21]=3)[C:11]([CH3:30])=[C:10]2[C:31]([O:33][CH2:34][CH3:35])=[O:32])=[CH:5][CH:4]=1)#[N:2].C[N:37]1CCOCC1.ClC(OCC)=O.N, predict the reaction product. The product is: [NH2:37][C:16](=[O:18])[CH2:15][N:14]1[C@H:9]([C:6]2[CH:5]=[CH:4][C:3]([C:1]#[N:2])=[CH:8][CH:7]=2)[C:10]([C:31]([O:33][CH2:34][CH3:35])=[O:32])=[C:11]([CH3:30])[N:12]([C:20]2[CH:25]=[CH:24][CH:23]=[C:22]([C:26]([F:28])([F:27])[F:29])[CH:21]=2)[C:13]1=[O:19]. (2) Given the reactants [N:1]([CH:4]1[CH2:8][CH2:7][C:6](=[O:9])[CH2:5]1)=[N+]=[N-].[C:10](O[C:10]([O:12][C:13]([CH3:16])([CH3:15])[CH3:14])=[O:11])([O:12][C:13]([CH3:16])([CH3:15])[CH3:14])=[O:11].[H][H], predict the reaction product. The product is: [O:9]=[C:6]1[CH2:7][CH2:8][CH:4]([NH:1][C:10](=[O:11])[O:12][C:13]([CH3:16])([CH3:15])[CH3:14])[CH2:5]1. (3) Given the reactants N#N.[Br:3][C:4]1[C:11]([F:12])=[CH:10][C:7]([CH2:8][OH:9])=[C:6]([F:13])[CH:5]=1.CCN(CC)CC.[S:21](Cl)([CH3:24])(=[O:23])=[O:22], predict the reaction product. The product is: [CH3:24][S:21]([O:9][CH2:8][C:7]1[CH:10]=[C:11]([F:12])[C:4]([Br:3])=[CH:5][C:6]=1[F:13])(=[O:23])=[O:22]. (4) Given the reactants [N+](C1C=[CH:8][C:7]([O:10][C:11](=[O:22])[O:12][C:13]2[CH:18]=[CH:17][C:16]([N+:19]([O-:21])=[O:20])=[CH:15][CH:14]=2)=CC=1)([O-])=O.OCC[N:26]1[CH2:31][CH2:30][N:29]([C:32]([O:34][C:35]([CH3:38])([CH3:37])[CH3:36])=[O:33])[CH2:28][CH2:27]1.CN1CCOCC1, predict the reaction product. The product is: [C:11](=[O:22])([O:12][C:13]1[CH:14]=[CH:15][C:16]([N+:19]([O-:21])=[O:20])=[CH:17][CH:18]=1)[O:10][CH2:7][CH2:8][N:26]1[CH2:27][CH2:28][N:29]([C:32]([O:34][C:35]([CH3:38])([CH3:37])[CH3:36])=[O:33])[CH2:30][CH2:31]1.